Task: Predict which catalyst facilitates the given reaction.. Dataset: Catalyst prediction with 721,799 reactions and 888 catalyst types from USPTO Reactant: C(=O)([O-])O.[Na+].Cl.[NH2:7][OH:8].[CH2:9]([O:16][C:17]1[CH:22]=[C:21]([C:23]#[N:24])[N:20]=[C:19]([CH3:25])[N:18]=1)[C:10]1[CH:15]=[CH:14][CH:13]=[CH:12][CH:11]=1. Product: [CH2:9]([O:16][C:17]1[N:18]=[C:19]([CH3:25])[N:20]=[C:21]([C:23](=[N:7][OH:8])[NH2:24])[CH:22]=1)[C:10]1[CH:11]=[CH:12][CH:13]=[CH:14][CH:15]=1. The catalyst class is: 8.